This data is from Peptide-MHC class I binding affinity with 185,985 pairs from IEDB/IMGT. The task is: Regression. Given a peptide amino acid sequence and an MHC pseudo amino acid sequence, predict their binding affinity value. This is MHC class I binding data. The peptide sequence is EMKTDAATLAQ. The MHC is HLA-B15:01 with pseudo-sequence HLA-B15:01. The binding affinity (normalized) is 0.450.